Dataset: Merck oncology drug combination screen with 23,052 pairs across 39 cell lines. Task: Regression. Given two drug SMILES strings and cell line genomic features, predict the synergy score measuring deviation from expected non-interaction effect. (1) Drug 1: CN1C(=O)C=CC2(C)C3CCC4(C)C(NC(=O)OCC(F)(F)F)CCC4C3CCC12. Drug 2: C#Cc1cccc(Nc2ncnc3cc(OCCOC)c(OCCOC)cc23)c1. Cell line: A427. Synergy scores: synergy=8.01. (2) Drug 1: CS(=O)(=O)CCNCc1ccc(-c2ccc3ncnc(Nc4ccc(OCc5cccc(F)c5)c(Cl)c4)c3c2)o1. Drug 2: CNC(=O)c1cc(Oc2ccc(NC(=O)Nc3ccc(Cl)c(C(F)(F)F)c3)cc2)ccn1. Cell line: HT144. Synergy scores: synergy=15.3.